This data is from Reaction yield outcomes from USPTO patents with 853,638 reactions. The task is: Predict the reaction yield, written as a fraction of the theoretical maximum amount of product (1.0 means a 100% yield; for example, 0.34 means a 34% yield). (1) The reactants are CCOC(/N=N/C(OCC)=O)=O.[CH2:13]([N:15]1[C:21]2[N:22]=[CH:23][C:24]([CH2:26][CH2:27][OH:28])=[CH:25][C:20]=2[C:19](=[O:29])[N:18]([CH3:30])[C:17]2[CH:31]=[CH:32][CH:33]=[N:34][C:16]1=2)[CH3:14].O[C:36]1[CH:41]=[CH:40][C:39]([C:42]2[CH:46]=[C:45]([C:47]([O:49][CH2:50][CH3:51])=[O:48])[O:44][N:43]=2)=[CH:38][C:37]=1[CH3:52].C1C=CC(P(C2C=CC=CC=2)C2C=CC=CC=2)=CC=1. The yield is 0.450. The product is [CH2:13]([N:15]1[C:21]2[N:22]=[CH:23][C:24]([CH2:26][CH2:27][O:28][C:36]3[CH:41]=[CH:40][C:39]([C:42]4[CH:46]=[C:45]([C:47]([O:49][CH2:50][CH3:51])=[O:48])[O:44][N:43]=4)=[CH:38][C:37]=3[CH3:52])=[CH:25][C:20]=2[C:19](=[O:29])[N:18]([CH3:30])[C:17]2[CH:31]=[CH:32][CH:33]=[N:34][C:16]1=2)[CH3:14]. The catalyst is C1COCC1. (2) The reactants are [NH2:1][C:2]1[N:3]=[C:4]([CH3:33])[C:5]2=[C:6]([CH2:8][C@H:9]([C:18]3[CH:23]=[CH:22][C:21]([F:24])=[CH:20][C:19]=3[C:25]3[CH:30]=[CH:29][CH:28]=[C:27]([O:31][CH3:32])[N:26]=3)[NH:10]/[C:11]/2=[N:12]\[O:13][CH2:14][C:15](O)=[O:16])[N:7]=1.CN(C(ON1N=NC2C=CC=CC1=2)=[N+](C)C)C.F[P-](F)(F)(F)(F)F.CCN(CC)CC.[F:65][C@@H:66]1[CH2:70][CH2:69][NH:68][CH2:67]1. The catalyst is CN(C=O)C. The product is [NH2:1][C:2]1[N:3]=[C:4]([CH3:33])[C:5]2=[C:6]([CH2:8][C@H:9]([C:18]3[CH:23]=[CH:22][C:21]([F:24])=[CH:20][C:19]=3[C:25]3[CH:30]=[CH:29][CH:28]=[C:27]([O:31][CH3:32])[N:26]=3)[NH:10]/[C:11]/2=[N:12]\[O:13][CH2:14][C:15]([N:68]2[CH2:69][CH2:70][C@@H:66]([F:65])[CH2:67]2)=[O:16])[N:7]=1. The yield is 0.500. (3) The reactants are [Cl:1][C:2]1[N:7]=[C:6]([NH2:8])[C:5]([N+:9]([O-:11])=[O:10])=[CH:4][CH:3]=1.S(=O)(=O)(O)O.O.[CH3:18][C:19]([CH3:30])([CH3:29])[C:20](O[C:20](=[O:21])[C:19]([CH3:30])([CH3:29])[CH3:18])=[O:21]. No catalyst specified. The product is [Cl:1][C:2]1[N:7]=[C:6]([NH:8][C:20](=[O:21])[C:19]([CH3:30])([CH3:29])[CH3:18])[C:5]([N+:9]([O-:11])=[O:10])=[CH:4][CH:3]=1. The yield is 0.940. (4) The reactants are [NH:1]1[CH2:5][CH2:4][CH2:3][CH2:2]1.C(N(CC)CC)C.Cl[C:14]([O:16][CH:17]([Cl:19])[CH3:18])=[O:15]. The catalyst is ClCCl. The product is [N:1]1([C:14]([O:16][CH:17]([Cl:19])[CH3:18])=[O:15])[CH2:5][CH2:4][CH2:3][CH2:2]1. The yield is 0.600. (5) The reactants are [Cl-].[CH3:2][O:3][CH2:4][P+](C1C=CC=CC=1)(C1C=CC=CC=1)C1C=CC=CC=1.CC(C)([O-])C.[K+].[F:30][C:31]([F:53])([F:52])[CH2:32][CH2:33][C:34]([C:36]1[CH:37]=[N:38][C:39]([C:42]2[CH:47]=[CH:46][C:45]([C:48]([F:51])([F:50])[F:49])=[CH:44][CH:43]=2)=[CH:40][CH:41]=1)=O. The catalyst is C1(C)C=CC=CC=1. The product is [F:30][C:31]([F:53])([F:52])[CH2:32][CH2:33][C:34]([C:36]1[CH:41]=[CH:40][C:39]([C:42]2[CH:47]=[CH:46][C:45]([C:48]([F:51])([F:50])[F:49])=[CH:44][CH:43]=2)=[N:38][CH:37]=1)=[CH:2][O:3][CH3:4]. The yield is 0.760. (6) The reactants are [Br:1][C:2]1[C:10]2[N:9]=[C:8]([CH3:11])[NH:7][C:6]=2[CH:5]=[C:4]([N:12]2[CH2:17][CH2:16][O:15][CH2:14][CH2:13]2)[CH:3]=1.Br[CH2:19][C:20]1[CH:25]=[CH:24][CH:23]=[C:22]([Cl:26])[C:21]=1[Cl:27].C(=O)([O-])[O-].[K+].[K+].O. The catalyst is CN(C)C=O. The product is [Br:1][C:2]1[C:10]2[N:9]=[C:8]([CH3:11])[N:7]([CH2:19][C:20]3[CH:25]=[CH:24][CH:23]=[C:22]([Cl:26])[C:21]=3[Cl:27])[C:6]=2[CH:5]=[C:4]([N:12]2[CH2:17][CH2:16][O:15][CH2:14][CH2:13]2)[CH:3]=1. The yield is 0.820.